From a dataset of Catalyst prediction with 721,799 reactions and 888 catalyst types from USPTO. Predict which catalyst facilitates the given reaction. (1) Reactant: Cl.[C:2]([C:4]1[CH:12]=[CH:11][C:7]([CH2:8][O:9][NH2:10])=[C:6]([O:13][CH2:14][CH3:15])[CH:5]=1)#[N:3].[CH3:16][OH:17].C=O. Product: [C:2]([C:4]1[CH:12]=[CH:11][C:7]([CH2:8][O:9][NH2:10])=[C:6]([O:13][CH2:14][CH3:15])[CH:5]=1)#[N:3].[CH2:16]=[O:17]. The catalyst class is: 6. (2) Reactant: [CH3:1][C:2]1([C:8]([C:10]2[C:18]3[C:13](=[N:14][CH:15]=[C:16]([C:19]4[S:23][C:22]([C:24](O)=[O:25])=[CH:21][CH:20]=4)[N:17]=3)[N:12]([CH2:27][O:28][CH2:29][CH2:30][Si:31]([CH3:34])([CH3:33])[CH3:32])[CH:11]=2)=[O:9])[CH2:7][CH2:6][CH2:5][CH2:4][CH2:3]1.F[P-](F)(F)(F)(F)F.N1(O[P+](N(C)C)(N(C)C)N(C)C)C2C=CC=CC=2N=N1.[OH:62][CH:63]1[CH2:68][CH2:67][NH:66][CH2:65][CH2:64]1. Product: [OH:62][CH:63]1[CH2:68][CH2:67][N:66]([C:24]([C:22]2[S:23][C:19]([C:16]3[N:17]=[C:18]4[C:10]([C:8]([C:2]5([CH3:1])[CH2:7][CH2:6][CH2:5][CH2:4][CH2:3]5)=[O:9])=[CH:11][N:12]([CH2:27][O:28][CH2:29][CH2:30][Si:31]([CH3:33])([CH3:34])[CH3:32])[C:13]4=[N:14][CH:15]=3)=[CH:20][CH:21]=2)=[O:25])[CH2:65][CH2:64]1. The catalyst class is: 42. (3) Reactant: F[C:2]1[CH:10]=[CH:9][CH:8]=[C:7]([C:11]([F:14])([F:13])[F:12])[C:3]=1[C:4]([NH2:6])=[O:5].C[Si](C)(C)[O-:17].[K+].Cl. Product: [OH:17][C:2]1[CH:10]=[CH:9][CH:8]=[C:7]([C:11]([F:14])([F:13])[F:12])[C:3]=1[C:4]([NH2:6])=[O:5]. The catalyst class is: 270. (4) Reactant: [C:1]([NH:5][C:6]([C:8]1[N:13]=[CH:12][C:11](Br)=[CH:10][N:9]=1)=[O:7])([CH3:4])([CH3:3])[CH3:2].[I-:15].[Na+].CN[C@@H]1CCCC[C@H]1NC. Product: [C:1]([NH:5][C:6]([C:8]1[N:13]=[CH:12][C:11]([I:15])=[CH:10][N:9]=1)=[O:7])([CH3:4])([CH3:3])[CH3:2]. The catalyst class is: 185.